Dataset: Reaction yield outcomes from USPTO patents with 853,638 reactions. Task: Predict the reaction yield, written as a fraction of the theoretical maximum amount of product (1.0 means a 100% yield; for example, 0.34 means a 34% yield). The reactants are [N:1]1[C:10]2[C:5](=[CH:6][CH:7]=[C:8]([C:11]([O:13][CH2:14][CH3:15])=[O:12])[CH:9]=2)[CH:4]=[CH:3][CH:2]=1.C(OO)(=[O:18])C. The catalyst is ClCCl. The product is [CH2:14]([O:13][C:11]([C:8]1[CH:9]=[C:10]2[C:5]([CH:4]=[CH:3][CH:2]=[N+:1]2[O-:18])=[CH:6][CH:7]=1)=[O:12])[CH3:15]. The yield is 0.920.